This data is from HIV replication inhibition screening data with 41,000+ compounds from the AIDS Antiviral Screen. The task is: Binary Classification. Given a drug SMILES string, predict its activity (active/inactive) in a high-throughput screening assay against a specified biological target. (1) The drug is CS(=O)CC1=NOC(c2ccccc2)C1c1ccccc1. The result is 0 (inactive). (2) The drug is O=c1ccn(C2OC(CO)C(F)C2F)c(=O)[nH]1. The result is 0 (inactive). (3) The drug is NC(=O)NC(=O)c1ccco1. The result is 0 (inactive). (4) The result is 0 (inactive). The drug is Cc1c2ccc(Cl)cc2nc2ccc(OCCCCCCNC(=O)C(N)CCCNC(=N)N)cc12.Cl. (5) The compound is CCOC(=O)c1cnc2oc(C=NN3CC(CN4CCOCC4)OC3=O)cc2c1O. The result is 0 (inactive). (6) The compound is C=C(CN(C)C)C1(c2ccccc2)CC2(CCCC2)C(=O)O1. The result is 0 (inactive).